From a dataset of Full USPTO retrosynthesis dataset with 1.9M reactions from patents (1976-2016). Predict the reactants needed to synthesize the given product. (1) Given the product [CH2:15]([O:17][C:18](=[O:23])/[CH:19]=[C:20](/[O:14][C:10]1[CH:9]=[C:8]([CH3:7])[CH:13]=[CH:12][CH:11]=1)\[CH3:21])[CH3:16], predict the reactants needed to synthesize it. The reactants are: CC(C)([O-])C.[K+].[CH3:7][C:8]1[CH:9]=[C:10]([OH:14])[CH:11]=[CH:12][CH:13]=1.[CH2:15]([O:17][C:18](=[O:23])[CH:19]=[C:20](Cl)[CH3:21])[CH3:16]. (2) Given the product [Cl:14][C:11]1[CH:10]=[C:4]2[C:3]([CH2:2][N:22]([C:21]3[CH:23]=[CH:24][C:18]([CH:15]([CH3:17])[CH3:16])=[CH:19][CH:20]=3)[C:5]2=[O:7])=[CH:13][CH:12]=1, predict the reactants needed to synthesize it. The reactants are: Br[CH2:2][C:3]1[CH:13]=[CH:12][C:11]([Cl:14])=[CH:10][C:4]=1[C:5]([O:7]CC)=O.[CH:15]([C:18]1[CH:24]=[CH:23][C:21]([NH2:22])=[CH:20][CH:19]=1)([CH3:17])[CH3:16].[O-]CC.[Na+]. (3) Given the product [CH3:1][C:2]1([NH:28][C:26](=[O:24])[CH3:27])[CH2:8][CH2:7][CH2:6][N:5]([C:9]2[N:13]([CH3:14])[N:12]=[CH:11][C:10]=2[N+:15]([O-:17])=[O:16])[CH2:4][CH2:3]1, predict the reactants needed to synthesize it. The reactants are: [CH3:1][C:2]1(O)[CH2:8][CH2:7][CH2:6][N:5]([C:9]2[N:13]([CH3:14])[N:12]=[CH:11][C:10]=2[N+:15]([O-:17])=[O:16])[CH2:4][CH2:3]1.S(=O)(=O)(O)O.[OH-:24].[K+].[C:26](#[N:28])[CH3:27]. (4) Given the product [Cl:1][C:2]1[C:10]2[C:5](=[N:6][CH:7]=[C:8]([CH2:11][NH:12][C:13](=[O:19])[O:14][C:15]([CH3:16])([CH3:18])[CH3:17])[N:9]=2)[N:4]([S:22]([C:25]2[CH:31]=[CH:30][C:28]([CH3:29])=[CH:27][CH:26]=2)(=[O:24])=[O:23])[CH:3]=1, predict the reactants needed to synthesize it. The reactants are: [Cl:1][C:2]1[C:10]2[C:5](=[N:6][CH:7]=[C:8]([CH2:11][NH:12][C:13](=[O:19])[O:14][C:15]([CH3:18])([CH3:17])[CH3:16])[N:9]=2)[NH:4][CH:3]=1.[H-].[Na+].[S:22](Cl)([C:25]1[CH:31]=[CH:30][C:28]([CH3:29])=[CH:27][CH:26]=1)(=[O:24])=[O:23]. (5) Given the product [O:1]=[C:2]1[C:3]([NH:9][C:10]([C@@H:12]([NH:24][C:25]([N:27]2[CH2:28][CH2:29][O:30][CH2:31][CH2:32]2)=[O:26])[CH2:13][S:14]([CH2:17][C:18]2[CH:23]=[CH:22][CH:21]=[CH:20][CH:19]=2)(=[O:15])=[O:16])=[O:11])=[CH:4][CH2:5][CH2:6][CH2:7]1, predict the reactants needed to synthesize it. The reactants are: [OH:1][CH:2]1[CH2:7][CH2:6][CH2:5][CH:4](O)[CH:3]1[NH:9][C:10]([C@@H:12]([NH:24][C:25]([N:27]1[CH2:32][CH2:31][O:30][CH2:29][CH2:28]1)=[O:26])[CH2:13][S:14]([CH2:17][C:18]1[CH:23]=[CH:22][CH:21]=[CH:20][CH:19]=1)(=[O:16])=[O:15])=[O:11].CC(OI1(OC(C)=O)(OC(C)=O)OC(=O)C2C=CC=CC1=2)=O. (6) Given the product [C:10]([C:9]1[C:8]([O:12][CH:13]([CH3:15])[CH3:14])=[C:7]([O:16][CH:17]([CH3:19])[CH3:18])[CH:6]=[C:3]([C:4]#[N:5])[C:2]=1[O:20][C:21]1[CH:29]=[CH:28][C:24]([C:25]([OH:27])=[O:26])=[CH:23][CH:22]=1)#[N:11], predict the reactants needed to synthesize it. The reactants are: Br[C:2]1[C:9]([C:10]#[N:11])=[C:8]([O:12][CH:13]([CH3:15])[CH3:14])[C:7]([O:16][CH:17]([CH3:19])[CH3:18])=[CH:6][C:3]=1[C:4]#[N:5].[OH:20][C:21]1[CH:29]=[CH:28][C:24]([C:25]([OH:27])=[O:26])=[CH:23][CH:22]=1.C(=O)([O-])[O-].[Cs+].[Cs+].Cl.